This data is from Full USPTO retrosynthesis dataset with 1.9M reactions from patents (1976-2016). The task is: Predict the reactants needed to synthesize the given product. (1) The reactants are: ClC1N=C(/C=C(/C2C=C(NS(C3C(F)=CC=CC=3F)(=O)=O)C=CC=2)\O)C=CN=1.[NH2:29][C:30]1[CH:31]=[C:32]([CH:37]=[CH:38][CH:39]=1)[C:33]([O:35][CH3:36])=[O:34].[F:40][C:41]1[CH:46]=[CH:45][C:44]([F:47])=[CH:43][C:42]=1[S:48](Cl)(=[O:50])=[O:49]. Given the product [F:40][C:41]1[CH:46]=[CH:45][C:44]([F:47])=[CH:43][C:42]=1[S:48]([NH:29][C:30]1[CH:31]=[C:32]([CH:37]=[CH:38][CH:39]=1)[C:33]([O:35][CH3:36])=[O:34])(=[O:50])=[O:49], predict the reactants needed to synthesize it. (2) Given the product [C:1]([Si:5]([CH3:7])([CH3:6])[O:8]/[C:9](/[C:12]1[C:13]2[C:14](=[CH:28][CH:19]=[CH:20][CH:21]=2)[CH:15]=[CH:16][CH:17]=1)=[CH:10]\[CH3:11])([CH3:4])([CH3:3])[CH3:2], predict the reactants needed to synthesize it. The reactants are: [C:1]([Si:5]([O:8]/[C:9](/[C:12]1[CH:17]=[CH:16][CH:15]=[C:14](Cl)[CH:13]=1)=[CH:10]\[CH3:11])([CH3:7])[CH3:6])([CH3:4])([CH3:3])[CH3:2].[C:19]1(C(=O)CC)[C:28]2[C:19](=[CH:20][CH:21]=CC=2)[CH:28]=[CH:21][CH:20]=1.[Si](OS(C(F)(F)F)(=O)=O)(C(C)(C)C)(C)C.CCN(CC)CC.